Dataset: Reaction yield outcomes from USPTO patents with 853,638 reactions. Task: Predict the reaction yield, written as a fraction of the theoretical maximum amount of product (1.0 means a 100% yield; for example, 0.34 means a 34% yield). (1) The reactants are [Cl:1][C:2]1[N:3]=[N:4][C:5]([Cl:8])=[CH:6][CH:7]=1.[C:9](O)(=O)[CH2:10]C.S(=O)(=O)(O)O.S(OOS([O-])(=O)=O)([O-])(=O)=O.[NH4+].[NH4+].[OH-].[NH4+]. The catalyst is O.[N+]([O-])([O-])=O.[Ag+]. The product is [Cl:1][C:2]1[N:3]=[N:4][C:5]([Cl:8])=[CH:6][C:7]=1[CH2:9][CH3:10]. The yield is 0.540. (2) The reactants are [CH:1]1([O:7][C:8]2[CH:13]=[CH:12][C:11]([CH2:14][C:15](Cl)=[N:16][OH:17])=[CH:10][CH:9]=2)[CH2:6][CH2:5][CH2:4][CH2:3][CH2:2]1.[C:19]([C:21]1[C:22]([NH2:28])=[N:23][C:24]([NH2:27])=[CH:25][CH:26]=1)#[CH:20].C(N(CC)CC)C. The catalyst is O1CCCC1. The product is [CH:1]1([O:7][C:8]2[CH:13]=[CH:12][C:11]([CH2:14][C:15]3[CH:20]=[C:19]([C:21]4[C:22]([NH2:28])=[N:23][C:24]([NH2:27])=[CH:25][CH:26]=4)[O:17][N:16]=3)=[CH:10][CH:9]=2)[CH2:6][CH2:5][CH2:4][CH2:3][CH2:2]1. The yield is 0.410. (3) The reactants are [C:1]([O:5][C:6]([NH:8][C@@H:9]([CH2:14][CH2:15][CH2:16][C:17]([CH3:22])([N+:19]([O-])=O)[CH3:18])[C:10]([O:12][CH3:13])=[O:11])=[O:7])([CH3:4])([CH3:3])[CH3:2].[H][H]. The catalyst is CO.O.[C].[Pd]. The product is [CH3:13][O:12][C:10](=[O:11])[C@H:9]([CH2:14][CH2:15][CH2:16][C:17]([CH3:22])([CH3:18])[NH2:19])[NH:8][C:6]([O:5][C:1]([CH3:4])([CH3:2])[CH3:3])=[O:7]. The yield is 0.773. (4) The reactants are [NH2:1][C:2]1[N:6]([C:7]2[CH:12]=[C:11]([C:13](=[O:18])[NH:14][CH:15]3[CH2:17][CH2:16]3)[CH:10]=[CH:9][C:8]=2[CH3:19])[N:5]=[CH:4][C:3]=1[C:20]([OH:22])=O.[CH3:23][CH:24]1[CH2:29][CH2:28][CH2:27][CH2:26][CH:25]1[NH2:30].CCN=C=NCCCN(C)C.C1C=CC2N(O)N=NC=2C=1. The catalyst is CN(C=O)C.O. The product is [CH3:23][CH:24]1[CH2:29][CH2:28][CH2:27][CH2:26][CH:25]1[NH:30][C:20]([C:3]1[CH:4]=[N:5][N:6]([C:7]2[CH:12]=[C:11]([C:13](=[O:18])[NH:14][CH:15]3[CH2:17][CH2:16]3)[CH:10]=[CH:9][C:8]=2[CH3:19])[C:2]=1[NH2:1])=[O:22]. The yield is 0.700. (5) The product is [OH:1][C:2]1[C:9]([C:10]2[CH:11]=[CH:12][CH:13]=[CH:14][CH:15]=2)=[CH:8][CH:7]=[CH:6][C:3]=1[CH:4]=[O:5]. The yield is 0.890. The reactants are [OH:1][C:2]1[C:9]([C:10]2[CH:15]=[CH:14][CH:13]=[CH:12][C:11]=2C)=[CH:8][CH:7]=[CH:6][C:3]=1[CH:4]=[O:5].Cl.Cl.NC1C2C(=CC=CC=2O)C(S(O)(=O)=O)=CC=1N.S(=O)(O)[O-].[Na+]. The catalyst is CCO.O.